Predict the product of the given reaction. From a dataset of Forward reaction prediction with 1.9M reactions from USPTO patents (1976-2016). (1) Given the reactants [C:1]([C:3]1[CH:4]=[C:5]([N+:10]([O-:12])=[O:11])[CH:6]=[CH:7][C:8]=1F)#[N:2].[F:13][C:14]1[CH:19]=[CH:18][C:17]([OH:20])=[CH:16][C:15]=1[NH:21][C:22](=[O:34])[CH2:23][C:24]1[CH:29]=[CH:28][CH:27]=[C:26]([C:30]([F:33])([F:32])[F:31])[CH:25]=1.C(=O)([O-])[O-].[K+].[K+], predict the reaction product. The product is: [C:1]([C:3]1[CH:4]=[C:5]([N+:10]([O-:12])=[O:11])[CH:6]=[CH:7][C:8]=1[O:20][C:17]1[CH:18]=[CH:19][C:14]([F:13])=[C:15]([NH:21][C:22](=[O:34])[CH2:23][C:24]2[CH:29]=[CH:28][CH:27]=[C:26]([C:30]([F:31])([F:32])[F:33])[CH:25]=2)[CH:16]=1)#[N:2]. (2) The product is: [F:26][C:2]([F:1])([F:25])[C:3]1[CH:8]=[CH:7][C:6]([N:9]2[CH:13]=[N:12][C:11]([C:14]3[CH:19]=[CH:18][C:17]([CH2:20][CH2:21][CH2:22][CH2:23][OH:24])=[CH:16][CH:15]=3)=[N:10]2)=[CH:5][CH:4]=1. Given the reactants [F:1][C:2]([F:26])([F:25])[C:3]1[CH:8]=[CH:7][C:6]([N:9]2[CH:13]=[N:12][C:11]([C:14]3[CH:19]=[CH:18][C:17]([C:20]#[C:21][CH2:22][CH2:23][OH:24])=[CH:16][CH:15]=3)=[N:10]2)=[CH:5][CH:4]=1, predict the reaction product. (3) Given the reactants [Na+].[I-:2].CNCCNC.Br[C:10]1[CH:15]=[C:14]([CH3:16])[CH:13]=[C:12]([O:17][CH3:18])[CH:11]=1, predict the reaction product. The product is: [I:2][C:10]1[CH:15]=[C:14]([CH3:16])[CH:13]=[C:12]([O:17][CH3:18])[CH:11]=1. (4) Given the reactants [Cl:1][C:2]1[CH:3]=[C:4]([CH:8]=[CH:9][C:10]=1[C:11](=[O:26])[NH:12][C:13]1[CH:18]=[CH:17][C:16]([Cl:19])=[C:15]([C:20]2[CH:25]=[CH:24][CH:23]=[CH:22][N:21]=2)[CH:14]=1)[C:5](O)=[O:6].[NH2:27][C:28]1[S:29][CH2:30][CH2:31][N:32]=1, predict the reaction product. The product is: [Cl:1][C:2]1[CH:3]=[C:4]([C:5]([NH:27][C:28]2[S:29][CH2:30][CH2:31][N:32]=2)=[O:6])[CH:8]=[CH:9][C:10]=1[C:11]([NH:12][C:13]1[CH:18]=[CH:17][C:16]([Cl:19])=[C:15]([C:20]2[CH:25]=[CH:24][CH:23]=[CH:22][N:21]=2)[CH:14]=1)=[O:26]. (5) Given the reactants [C:1](=[O:12])([O:7][C:8]([CH3:11])([CH3:10])[CH3:9])OC(C)(C)C.[CH3:13][O:14][C:15]([C:17]1[CH:25]=[C:24]2[C:20]([CH2:21][CH2:22][NH:23]2)=[C:19]([O:26][CH3:27])[CH:18]=1)=[O:16].C(N(C(C)C)CC)(C)C, predict the reaction product. The product is: [CH3:13][O:14][C:15]([C:17]1[CH:25]=[C:24]2[C:20]([CH2:21][CH2:22][N:23]2[C:1]([O:7][C:8]([CH3:9])([CH3:10])[CH3:11])=[O:12])=[C:19]([O:26][CH3:27])[CH:18]=1)=[O:16]. (6) Given the reactants [N+:1]([C:4]1[N:5]=[CH:6][N:7]2[C:11]([C:12]([F:15])([F:14])[F:13])=[C:10]([C:16]([O:18][CH2:19][CH3:20])=[O:17])[S:9][C:8]=12)([O-])=O.O.[H][H], predict the reaction product. The product is: [NH2:1][C:4]1[N:5]=[CH:6][N:7]2[C:11]([C:12]([F:15])([F:14])[F:13])=[C:10]([C:16]([O:18][CH2:19][CH3:20])=[O:17])[S:9][C:8]=12. (7) Given the reactants [CH:1]([OH:4])([CH3:3])[CH3:2].Cl[C:6]([O:8][CH2:9][Cl:10])=[O:7].N1C=CC=CC=1, predict the reaction product. The product is: [C:6](=[O:7])([O:4][CH:1]([CH3:3])[CH3:2])[O:8][CH2:9][Cl:10].